This data is from Catalyst prediction with 721,799 reactions and 888 catalyst types from USPTO. The task is: Predict which catalyst facilitates the given reaction. (1) Reactant: [CH3:1][C:2]1[CH:7]=[C:6]([CH3:8])[CH:5]=[CH:4][C:3]=1[C:9]1[CH:17]=[CH:16][CH:15]=[C:14]2[C:10]=1[C:11](=[O:19])[N:12]([CH3:18])[NH:13]2.[H-].[Na+].Br[CH:23]([CH2:26][CH3:27])[CH2:24][CH3:25]. Product: [CH3:1][C:2]1[CH:7]=[C:6]([CH3:8])[CH:5]=[CH:4][C:3]=1[C:9]1[CH:17]=[CH:16][CH:15]=[C:14]2[C:10]=1[C:11](=[O:19])[N:12]([CH3:18])[N:13]2[CH:23]([CH2:26][CH3:27])[CH2:24][CH3:25]. The catalyst class is: 9. (2) Reactant: [O-:1][C:2]1[CH:7]=[CH:6][CH:5]=[CH:4][CH:3]=1.[Li+].[Cl-:9].[Cl-:10].[Cl-].[C:12]1([Si:18]([C:35]2[CH:40]=[CH:39][CH:38]=[CH:37][CH:36]=2)([C:29]2[CH:34]=[CH:33][CH:32]=[CH:31][CH:30]=2)[C:19]2([Ti+3:28])[C:23]([CH3:24])=[C:22]([CH3:25])[C:21]([CH3:26])=[C:20]2[CH3:27])[CH:17]=[CH:16][CH:15]=[CH:14][CH:13]=1. Product: [O-:1][C:2]1[CH:7]=[CH:6][CH:5]=[CH:4][CH:3]=1.[C:12]1([Si:18]([C:35]2[CH:40]=[CH:39][CH:38]=[CH:37][CH:36]=2)([C:29]2[CH:30]=[CH:31][CH:32]=[CH:33][CH:34]=2)[C:19]2([Ti+:28]([Cl:10])[Cl:9])[C:23]([CH3:24])=[C:22]([CH3:25])[C:21]([CH3:26])=[C:20]2[CH3:27])[CH:13]=[CH:14][CH:15]=[CH:16][CH:17]=1. The catalyst class is: 7. (3) Reactant: [H-].C([Al+]CC(C)C)C(C)C.C1(C)C=CC=CC=1.[O:18]=[C:19]1[NH:27][C:22]2=[N:23][CH:24]=[CH:25][CH:26]=[C:21]2[C@@:20]21[CH2:39][C:30]1=[N:31][CH:32]=[C:33]([C:35](OC)=[O:36])[CH:34]=[C:29]1[CH2:28]2. Product: [OH:36][CH2:35][C:33]1[CH:34]=[C:29]2[CH2:28][C@@:20]3([C:21]4[C:22](=[N:23][CH:24]=[CH:25][CH:26]=4)[NH:27][C:19]3=[O:18])[CH2:39][C:30]2=[N:31][CH:32]=1. The catalyst class is: 1. (4) Reactant: [F:1][C:2]1[CH:3]=[C:4]([NH:18][C:19]([NH:21][C:22](=[O:31])[CH2:23][C:24]2[CH:29]=[CH:28][C:27]([F:30])=[CH:26][CH:25]=2)=[O:20])[CH:5]=[CH:6][C:7]=1[O:8][C:9]1[CH:14]=[CH:13][N:12]=[CH:11][C:10]=1[N+:15]([O-])=O. Product: [NH2:15][C:10]1[CH:11]=[N:12][CH:13]=[CH:14][C:9]=1[O:8][C:7]1[CH:6]=[CH:5][C:4]([NH:18][C:19]([NH:21][C:22](=[O:31])[CH2:23][C:24]2[CH:29]=[CH:28][C:27]([F:30])=[CH:26][CH:25]=2)=[O:20])=[CH:3][C:2]=1[F:1]. The catalyst class is: 92. (5) Reactant: C(O[C:6](=O)[N:7]([CH2:9][C:10](=[O:38])[NH:11][CH2:12][CH2:13][CH2:14][CH2:15][CH2:16][N:17]1[CH2:21][CH2:20][C@@H:19]([C:22]([C:35](=[O:37])[NH2:36])([C:29]2[CH:34]=[CH:33][CH:32]=[CH:31][CH:30]=2)[C:23]2[CH:28]=[CH:27][CH:26]=[CH:25][CH:24]=2)[CH2:18]1)C)(C)(C)C.Cl.C(O)(C(F)(F)F)=O. Product: [CH3:6][NH:7][CH2:9][C:10]([NH:11][CH2:12][CH2:13][CH2:14][CH2:15][CH2:16][N:17]1[CH2:21][CH2:20][C@@H:19]([C:22]([C:29]2[CH:30]=[CH:31][CH:32]=[CH:33][CH:34]=2)([C:23]2[CH:28]=[CH:27][CH:26]=[CH:25][CH:24]=2)[C:35]([NH2:36])=[O:37])[CH2:18]1)=[O:38]. The catalyst class is: 135. (6) Reactant: Cl[C:2]1[N:7]=[N:6][C:5]([CH:8]([F:14])[C:9]([O:11][CH2:12][CH3:13])=[O:10])=[CH:4][CH:3]=1.C([O-])(=[O:17])C.[Na+]. Product: [F:14][CH:8]([C:5]1[N:6]=[N:7][C:2]([OH:17])=[CH:3][CH:4]=1)[C:9]([O:11][CH2:12][CH3:13])=[O:10]. The catalyst class is: 15.